This data is from Forward reaction prediction with 1.9M reactions from USPTO patents (1976-2016). The task is: Predict the product of the given reaction. (1) Given the reactants [F:1][C:2]1([F:11])[CH2:7][CH2:6][CH:5]([C:8](O)=[O:9])[CH2:4][CH2:3]1.C(Cl)(=O)C(Cl)=O.[NH4+:18].[OH-], predict the reaction product. The product is: [F:1][C:2]1([F:11])[CH2:7][CH2:6][CH:5]([C:8]([NH2:18])=[O:9])[CH2:4][CH2:3]1. (2) Given the reactants Cl[C:2]1[N:7]=[C:6]([C:8]2[CH:9]=[C:10]([CH:20]=[C:21]([F:24])[C:22]=2[CH3:23])[C:11]([NH:13][C:14]2[N:18]([CH3:19])[N:17]=[CH:16][CH:15]=2)=[O:12])[CH:5]=[CH:4][C:3]=1[C:25]([C:27]1[CH:32]=[CH:31][C:30]([F:33])=[CH:29][CH:28]=1)=O.O.[NH2:35][NH2:36], predict the reaction product. The product is: [F:24][C:21]1[CH:20]=[C:10]([CH:9]=[C:8]([C:6]2[N:7]=[C:2]3[NH:35][N:36]=[C:25]([C:27]4[CH:32]=[CH:31][C:30]([F:33])=[CH:29][CH:28]=4)[C:3]3=[CH:4][CH:5]=2)[C:22]=1[CH3:23])[C:11]([NH:13][C:14]1[N:18]([CH3:19])[N:17]=[CH:16][CH:15]=1)=[O:12]. (3) Given the reactants Cl.[C:2]([NH:6][OH:7])([CH3:5])([CH3:4])[CH3:3].[CH3:8][O:9][CH2:10][O:11][S:12]([C:15]1[CH:20]=[C:19]([S:21]([O:24][CH2:25][O:26][CH3:27])(=[O:23])=[O:22])[N:18]=[CH:17][C:16]=1[CH:28]=O)(=[O:14])=[O:13], predict the reaction product. The product is: [C:2]([N+:6]([O-:7])=[CH:28][C:16]1[CH:17]=[N:18][C:19]([S:21]([O:24][CH2:25][O:26][CH3:27])(=[O:22])=[O:23])=[CH:20][C:15]=1[S:12]([O:11][CH2:10][O:9][CH3:8])(=[O:13])=[O:14])([CH3:5])([CH3:4])[CH3:3]. (4) Given the reactants [CH3:1][C:2]1[CH:7]=[C:6]([C:8](=O)[CH2:9][CH:10]([C:18]2[CH:23]=[CH:22][C:21]([CH:24]=[CH:25][C:26]([OH:28])=[O:27])=[CH:20][CH:19]=2)[C:11]2[CH:16]=[CH:15][CH:14]=[CH:13][C:12]=2[CH3:17])[CH:5]=[CH:4][N:3]=1.Cl.[NH2:31][OH:32].C([O-])(O)=O.[Na+], predict the reaction product. The product is: [OH:32][N:31]=[C:8]([C:6]1[CH:5]=[CH:4][N:3]=[C:2]([CH3:1])[CH:7]=1)[CH2:9][CH:10]([C:18]1[CH:23]=[CH:22][C:21]([CH:24]=[CH:25][C:26]([OH:28])=[O:27])=[CH:20][CH:19]=1)[C:11]1[CH:16]=[CH:15][CH:14]=[CH:13][C:12]=1[CH3:17]. (5) Given the reactants [NH2:1][C:2]1[CH:14]=[CH:13][C:12]([C:15]2[CH:16]=[N:17][N:18]([CH2:20][CH2:21][CH2:22][OH:23])[CH:19]=2)=[CH:11][C:3]=1[C:4]([N:6](CC)CC)=[O:5].NC1C=CC(Br)=CC=1[C:27](NOC)=[O:28], predict the reaction product. The product is: [NH2:1][C:2]1[CH:14]=[CH:13][C:12]([C:15]2[CH:16]=[N:17][N:18]([CH2:20][CH2:21][CH2:22][OH:23])[CH:19]=2)=[CH:11][C:3]=1[C:4]([NH:6][O:28][CH3:27])=[O:5]. (6) Given the reactants C(O)C.[CH3:4][O:5][C:6]1[N:11]=[CH:10][C:9](B(O)O)=[CH:8][N:7]=1.C([O-])([O-])=O.[Na+].[Na+].Br[C:22]1[CH:27]=[CH:26][C:25]([CH2:28][CH2:29][NH:30][C:31]([C:33]2[CH:34]=[CH:35][C:36]3[CH2:37][C@H:38]4[N:50]([CH3:51])[CH2:49][CH2:48][C@@:44]5([C:45]=3[C:46]=2[OH:47])[C@@:39]4([OH:53])[CH2:40][CH2:41][C:42](=[O:52])[CH2:43]5)=[O:32])=[CH:24][CH:23]=1, predict the reaction product. The product is: [OH:47][C:46]1[C:45]2[C@:44]34[CH2:48][CH2:49][N:50]([CH3:51])[C@@H:38]([C@:39]3([OH:53])[CH2:40][CH2:41][C:42](=[O:52])[CH2:43]4)[CH2:37][C:36]=2[CH:35]=[CH:34][C:33]=1[C:31]([NH:30][CH2:29][CH2:28][C:25]1[CH:24]=[CH:23][C:22]([C:9]2[CH:8]=[N:7][C:6]([O:5][CH3:4])=[N:11][CH:10]=2)=[CH:27][CH:26]=1)=[O:32]. (7) The product is: [CH:6]([Si:5]([CH:18]([CH3:20])[CH3:19])([CH:12]([CH3:17])[CH3:13])[O:4][CH2:1][C:2]#[CH:3])([CH3:11])[CH3:7]. Given the reactants [CH2:1]([OH:4])[C:2]#[CH:3].[Si:5](Cl)([C:18](C)([CH3:20])[CH3:19])([C:12]1[CH:17]=CC=C[CH:13]=1)[C:6]1[CH:11]=CC=C[CH:7]=1.N1C=CN=C1, predict the reaction product.